From a dataset of Forward reaction prediction with 1.9M reactions from USPTO patents (1976-2016). Predict the product of the given reaction. (1) Given the reactants [CH2:1]([C:3]1[N:7]([C:8]2[N:16]=[C:15]3[C:11]([N:12]=[C:13]([CH:18]=O)[N:14]3[CH3:17])=[C:10]([N:20]3[CH2:25][CH2:24][O:23][CH2:22][CH2:21]3)[N:9]=2)[C:6]2[CH:26]=[CH:27][CH:28]=[CH:29][C:5]=2[N:4]=1)[CH3:2].[NH:30]1[CH2:33][CH:32]([N:34]2[CH2:38][CH2:37][CH2:36][C:35]2=[O:39])[CH2:31]1.C(O[BH-](OC(=O)C)OC(=O)C)(=O)C.[Na+], predict the reaction product. The product is: [CH2:1]([C:3]1[N:7]([C:8]2[N:16]=[C:15]3[C:11]([N:12]=[C:13]([CH2:18][N:30]4[CH2:33][CH:32]([N:34]5[CH2:38][CH2:37][CH2:36][C:35]5=[O:39])[CH2:31]4)[N:14]3[CH3:17])=[C:10]([N:20]3[CH2:21][CH2:22][O:23][CH2:24][CH2:25]3)[N:9]=2)[C:6]2[CH:26]=[CH:27][CH:28]=[CH:29][C:5]=2[N:4]=1)[CH3:2]. (2) Given the reactants Cl[C:2]1[N:11]=[CH:10][CH:9]=[C:8]2[C:3]=1[CH:4]=[C:5]([C:30]1[CH:35]=[CH:34][CH:33]=[CH:32][CH:31]=1)[C:6]([C:12]1[CH:17]=[CH:16][C:15]([C:18]3([NH:22]C(=O)OC(C)(C)C)[CH2:21][CH2:20][CH2:19]3)=[CH:14][CH:13]=1)=[N:7]2.[K].[C:37](O)([C:39](F)(F)F)=[O:38].[OH-].[Na+], predict the reaction product. The product is: [CH:37]([C:2]1[N:11]=[CH:10][CH:9]=[C:8]2[C:3]=1[CH:4]=[C:5]([C:30]1[CH:35]=[CH:34][CH:33]=[CH:32][CH:31]=1)[C:6]([C:12]1[CH:17]=[CH:16][C:15]([C:18]3([NH2:22])[CH2:19][CH2:20][CH2:21]3)=[CH:14][CH:13]=1)=[N:7]2)=[CH2:39].[NH2:22][C:18]1([C:15]2[CH:14]=[CH:13][C:12]([C:6]3[C:5]([C:30]4[CH:35]=[CH:34][CH:33]=[CH:32][CH:31]=4)=[CH:4][C:3]4[C:8](=[CH:9][CH:10]=[N:11][C:2]=4[CH2:39][CH2:37][OH:38])[N:7]=3)=[CH:17][CH:16]=2)[CH2:19][CH2:20][CH2:21]1. (3) Given the reactants [H-].[Na+].[F:3][C:4]([F:11])([F:10])[C:5]1[CH:9]=[CH:8][NH:7][N:6]=1.[Cl:12][C:13]1[CH:14]=[C:15]([NH:20][C:21]2[N:26]=[C:25](S(C)(=O)=O)[C:24]([C:31]3[CH:36]=[CH:35][N:34]=[C:33]([C:37]([O:39][CH3:40])=[O:38])[CH:32]=3)=[CH:23][N:22]=2)[CH:16]=[CH:17][C:18]=1[F:19], predict the reaction product. The product is: [Cl:12][C:13]1[CH:14]=[C:15]([NH:20][C:21]2[N:22]=[C:23]([N:7]3[CH:8]=[CH:9][C:5]([C:4]([F:11])([F:10])[F:3])=[N:6]3)[C:24]([C:31]3[CH:36]=[CH:35][N:34]=[C:33]([C:37]([O:39][CH3:40])=[O:38])[CH:32]=3)=[CH:25][N:26]=2)[CH:16]=[CH:17][C:18]=1[F:19].